The task is: Predict the reactants needed to synthesize the given product.. This data is from Full USPTO retrosynthesis dataset with 1.9M reactions from patents (1976-2016). (1) Given the product [NH:1]([C:6]([O:8][C:9]([CH3:12])([CH3:11])[CH3:10])=[O:7])[CH2:2][C:3]([OH:5])=[O:4].[CH3:27][C:26]([C@H:28]1[C@@H:32]2[C@@H:33]3[C@@:46]([CH3:49])([CH2:47][CH2:48][C@@:31]2([C:55]([OH:57])=[O:56])[CH2:30][CH2:29]1)[C@@:45]1([CH3:50])[C@@H:36]([C@:37]2([CH3:54])[C@@H:42]([CH2:43][CH2:44]1)[C:41]([CH3:51])([CH3:52])[C@@H:40]([OH:53])[CH2:39][CH2:38]2)[CH2:35][CH2:34]3)=[CH2:25], predict the reactants needed to synthesize it. The reactants are: [NH:1]([C:6]([O:8][C:9]([CH3:12])([CH3:11])[CH3:10])=[O:7])[CH2:2][C:3]([OH:5])=[O:4].C1N=CN(C(N2C=NC=C2)=O)C=1.[CH3:25][C:26]([C@H:28]1[C@@H:32]2[C@@H:33]3[C@@:46]([CH3:49])([CH2:47][CH2:48][C@@:31]2([C:55]([OH:57])=[O:56])[CH2:30][CH2:29]1)[C@@:45]1([CH3:50])[C@@H:36]([C@:37]2([CH3:54])[C@@H:42]([CH2:43][CH2:44]1)[C:41]([CH3:52])([CH3:51])[C@@H:40]([OH:53])[CH2:39][CH2:38]2)[CH2:35][CH2:34]3)=[CH2:27]. (2) The reactants are: [C:1]([N:5]1[C:9]2[CH:10]=[CH:11][CH:12]=[CH:13][C:8]=2[O:7][C:6]1=[O:14])(=[O:4])[CH2:2][CH3:3].[CH3:15][O:16][CH2:17][CH2:18][O:19][CH2:20][CH:21]=[O:22]. Given the product [CH3:15][O:16][CH2:17][CH2:18][O:19][CH2:20][C@@H:21]([OH:22])[C@@H:2]([CH3:3])[C:1]([N:5]1[C:9]2[CH:10]=[CH:11][CH:12]=[CH:13][C:8]=2[O:7][C:6]1=[O:14])=[O:4], predict the reactants needed to synthesize it. (3) Given the product [CH3:1][O:2][C:3]1[C:37]([O:38][CH3:39])=[CH:36][CH:35]=[CH:34][C:4]=1[CH2:5][N:6]([CH2:27][CH2:28][CH2:29][CH2:30][CH2:31][CH2:32][CH3:33])[C:7](=[O:26])[CH2:8][O:9][C:10]1[CH:11]=[CH:12][C:13]([CH2:16][C@H:17]([O:23][CH2:24][CH3:25])[C:18]([OH:20])=[O:19])=[CH:14][CH:15]=1, predict the reactants needed to synthesize it. The reactants are: [CH3:1][O:2][C:3]1[C:37]([O:38][CH3:39])=[CH:36][CH:35]=[CH:34][C:4]=1[CH2:5][N:6]([CH2:27][CH2:28][CH2:29][CH2:30][CH2:31][CH2:32][CH3:33])[C:7](=[O:26])[CH2:8][O:9][C:10]1[CH:15]=[CH:14][C:13]([CH2:16][C@H:17]([O:23][CH2:24][CH3:25])[C:18]([O:20]CC)=[O:19])=[CH:12][CH:11]=1.[Li+].[OH-].Cl. (4) Given the product [CH2:16]([O:23][C:24]([NH:26][C:27]([N:13]1[CH2:14][CH2:15][CH:11]([CH2:10][CH2:9][NH2:8])[CH2:12]1)=[NH:30])=[O:25])[C:17]1[CH:22]=[CH:21][CH:20]=[CH:19][CH:18]=1, predict the reactants needed to synthesize it. The reactants are: C(OC([NH:8][CH2:9][CH2:10][CH:11]1[CH2:15][CH2:14][NH:13][CH2:12]1)=O)(C)(C)C.[CH2:16]([O:23][C:24]([NH:26][C:27](=[NH:30])SC)=[O:25])[C:17]1[CH:22]=[CH:21][CH:20]=[CH:19][CH:18]=1.OS([O-])(=O)=O.[K+]. (5) Given the product [Cl:1][C:2]1[C:7]([Cl:8])=[CH:6][C:5]2[NH:9][C:16](=[O:15])[CH2:17][C:18]([C:20]3[CH:25]=[CH:24][CH:23]=[C:22]([C:26]4[CH:31]=[CH:30][N:29]=[C:28]([CH3:32])[N:27]=4)[CH:21]=3)=[N:10][C:4]=2[CH:3]=1, predict the reactants needed to synthesize it. The reactants are: [Cl:1][C:2]1[C:7]([Cl:8])=[CH:6][C:5]([NH2:9])=[C:4]([NH2:10])[CH:3]=1.C([O:15][C:16](=O)[CH2:17][C:18]([C:20]1[CH:25]=[CH:24][CH:23]=[C:22]([C:26]2[CH:31]=[CH:30][N:29]=[C:28]([CH3:32])[N:27]=2)[CH:21]=1)=O)(C)(C)C. (6) Given the product [CH3:1][C:2]1[CH:7]=[C:6]([NH2:8])[C:5]([CH3:11])=[CH:4][N:3]=1, predict the reactants needed to synthesize it. The reactants are: [CH3:1][C:2]1[CH:7]=[C:6]([N+:8]([O-])=O)[C:5]([CH3:11])=[CH:4][N+:3]=1[O-].